From a dataset of Full USPTO retrosynthesis dataset with 1.9M reactions from patents (1976-2016). Predict the reactants needed to synthesize the given product. (1) Given the product [Cl:1][C:2]1[CH:3]=[C:4]([NH:17][C:18]2[N:19]=[CH:20][N:21]=[C:22]3[S:39][C:25]4[C:26]5[C:30]([CH2:31][CH2:32][C:24]=4[C:23]=23)=[N:29][N:28]([CH:33]2[CH2:38][CH2:37][N:36]([CH:41]([CH3:43])[CH3:40])[CH2:35][CH2:34]2)[CH:27]=5)[CH:5]=[CH:6][C:7]=1[O:8][CH2:9][C:10]1[CH:15]=[CH:14][CH:13]=[C:12]([F:16])[CH:11]=1, predict the reactants needed to synthesize it. The reactants are: [Cl:1][C:2]1[CH:3]=[C:4]([NH:17][C:18]2[N:19]=[CH:20][N:21]=[C:22]3[S:39][C:25]4[C:26]5[C:30]([CH2:31][CH2:32][C:24]=4[C:23]=23)=[N:29][N:28]([CH:33]2[CH2:38][CH2:37][NH:36][CH2:35][CH2:34]2)[CH:27]=5)[CH:5]=[CH:6][C:7]=1[O:8][CH2:9][C:10]1[CH:15]=[CH:14][CH:13]=[C:12]([F:16])[CH:11]=1.[CH3:40][C:41]([CH3:43])=O.C(O[BH-](OC(=O)C)OC(=O)C)(=O)C.[Na+].C(O)(=O)C. (2) Given the product [Cl:1][C:2]1[N:7]=[C:6]([NH:19][C:17]2[CH:16]=[N:15][N:14]([CH2:12][CH3:13])[CH:18]=2)[C:5]([N+:9]([O-:11])=[O:10])=[CH:4][N:3]=1, predict the reactants needed to synthesize it. The reactants are: [Cl:1][C:2]1[N:7]=[C:6](Cl)[C:5]([N+:9]([O-:11])=[O:10])=[CH:4][N:3]=1.[CH2:12]([N:14]1[CH:18]=[C:17]([NH2:19])[CH:16]=[N:15]1)[CH3:13]. (3) The reactants are: [C:1]([O:4][CH:5]([CH3:9])[C:6]([OH:8])=[O:7])(=[O:3])[CH3:2].[OH-].[K+].[C:12](OC=C)(=O)[CH3:13]. Given the product [CH:12]([C:5]([CH3:9])([OH:4])[C:6]([OH:8])=[O:7])=[CH2:13].[CH:12]([O:7][C:6](=[O:8])[CH:5]([O:4][C:1](=[O:3])[CH3:2])[CH3:9])=[CH2:13], predict the reactants needed to synthesize it.